Task: Predict the product of the given reaction.. Dataset: Forward reaction prediction with 1.9M reactions from USPTO patents (1976-2016) The product is: [C:24]([CH2:23][O:22][C:21]1[CH:27]=[CH:28][C:18]([NH:17][CH2:16][C@@H:15]([NH:14][C:12](=[O:13])[C@@H:11]([NH:10][C@@H:3]([C:4]2[CH:5]=[CH:6][CH:7]=[CH:8][CH:9]=2)[C:2]([F:1])([F:39])[F:38])[CH2:33][C:34]([F:37])([CH3:35])[CH3:36])[CH2:31][CH3:32])=[C:19]([O:29][CH3:30])[CH:20]=1)(=[O:26])[NH2:41]. Given the reactants [F:1][C:2]([F:39])([F:38])[C@@H:3]([NH:10][C@@H:11]([CH2:33][C:34]([F:37])([CH3:36])[CH3:35])[C:12]([NH:14][C@@H:15]([CH2:31][CH3:32])[CH2:16][NH:17][C:18]1[CH:28]=[CH:27][C:21]([O:22][CH2:23][C:24]([OH:26])=O)=[CH:20][C:19]=1[O:29][CH3:30])=[O:13])[C:4]1[CH:9]=[CH:8][CH:7]=[CH:6][CH:5]=1.C[N:41](C(ON1N=NC2C=CC=NC1=2)=[N+](C)C)C.F[P-](F)(F)(F)(F)F.N.C(N(CC)CC)C, predict the reaction product.